Dataset: NCI-60 drug combinations with 297,098 pairs across 59 cell lines. Task: Regression. Given two drug SMILES strings and cell line genomic features, predict the synergy score measuring deviation from expected non-interaction effect. Drug 1: COC1=CC(=CC(=C1O)OC)C2C3C(COC3=O)C(C4=CC5=C(C=C24)OCO5)OC6C(C(C7C(O6)COC(O7)C8=CC=CS8)O)O. Drug 2: C(=O)(N)NO. Cell line: CCRF-CEM. Synergy scores: CSS=64.4, Synergy_ZIP=-2.96, Synergy_Bliss=0.395, Synergy_Loewe=0.970, Synergy_HSA=5.75.